Dataset: Experimentally validated miRNA-target interactions with 360,000+ pairs, plus equal number of negative samples. Task: Binary Classification. Given a miRNA mature sequence and a target amino acid sequence, predict their likelihood of interaction. (1) The miRNA is hsa-miR-206 with sequence UGGAAUGUAAGGAAGUGUGUGG. The protein sequence of the target gene is MIMSSYLMDSNYIDPKFPPCEEYSQNSYIPEHSPEYYGRTRESGFQHHHQELYPPPPPRPSYPERQYSCTSLQGPGNSRAHGPAQAGHHHPEKSQPLCEPAPLSGTSASPSPAPPACSQPAPDHPSSAASKQPIVYPWMKKIHVSTVNPNYNGGEPKRSRTAYTRQQVLELEKEFHYNRYLTRRRRIEIAHSLCLSERQIKIWFQNRRMKWKKDHRLPNTKVRSAPPAGAAPSTLSAATPGTSEDHSQSATPPEQQRAEDITRL. Result: 0 (no interaction). (2) The miRNA is hsa-miR-4652-5p with sequence AGGGGACUGGUUAAUAGAACUA. The protein sequence of the target gene is MAMEGYWRFLALLGSALLVGFLSVIFALVWVLHYREGLGWDGSALEFNWHPVLMVTGFVFIQGIAIIVYRLPWTWKCSKLLMKSIHAGLNAVAAILAIISVVAVFENHNVNNIANMYSLHSWVGLIAVICYLLQLLSGFSVFLLPWAPLSLRAFLMPIHVYSGIVIFGTVIATALMGLTEKLIFSLRDPAYSTFPPEGVFVNTLGLLILVFGALIFWIVTRPQWKRPKEPNSTILHPNGGTEQGARGSMPAYSGNNMDKSDSELNSEVAARKRNLALDEAGQRSTM. Result: 1 (interaction). (3) The miRNA is hsa-miR-517b-3p with sequence AUCGUGCAUCCCUUUAGAGUGU. The protein sequence of the target gene is MDPTISTLDTELTPINGTEETLCYKQTLSLTVLTCIVSLVGLTGNAVVLWLLGCRMRRNAFSIYILNLAAADFLFLSGRLIYSLLSFISIPHTISKILYPVMMFSYFAGLSFLSAVSTERCLSVLWPIWYRCHRPTHLSAVVCVLLWALSLLRSILEWMLCGFLFSGADSAWCQTSDFITVAWLIFLCVVLCGSSLVLLIRILCGSRKIPLTRLYVTILLTVLVFLLCGLPFGIQFFLFLWIHVDREVLFCHVHLVSIFLSALNSSANPIIYFFVGSFRQRQNRQNLKLVLQRALQDASE.... Result: 0 (no interaction). (4) The miRNA is hsa-miR-875-5p with sequence UAUACCUCAGUUUUAUCAGGUG. The protein sequence of the target gene is MDFIFHEKQEGFLCAQHCLNNLLQGEYFSPVELASIAHQLDEEERMRMAEGGVTSEEYLAFLQQPSENMDDTGFFSIQVISNALKFWGLEIIHFNNPEYQKLGIDPINERSFICNYKQHWFTIRKFGKHWFNLNSLLAGPELISDTCLANFLARLQQQAYSVFVVKGDLPDCEADQLLQIISVEEMDTPKLNGKKLVKQKEHRVYKTVLEKVSEESDESGTSDQDEEDFQRALELSRQETNREDEHLRSTIELSMQGSSGNTSQDLPKTSCVTPASEQPKKIKEDYFEKHQQEQKQQQQQ.... Result: 0 (no interaction). (5) The miRNA is hsa-miR-26a-2-3p with sequence CCUAUUCUUGAUUACUUGUUUC. The protein sequence of the target gene is MFSRVGRLTTFGAQAVSNCPFRRDNIYQQPLKVTAPINDQLTSFAHSFSDSVRHRTTSFGNDPFLGVPMDDDEVIKELELLDLDSWHTKPRAPCPAPSDELELDQFWEGKNVTVCGRDPRLGKSTDCFELEAWRPTDSWQNGSSVGHPHGHQQQQQTCQQPPTHSSTTETMHDFSNFGDNMGSPLFQSPSKSAIDQLTGTSRIDEYGMPPQDRKLSKFEMDIEQESKAVDWEAWNHYLESDDDVFKRPEAFFKEEPMIMTSSDSLMTSSTSSPDSGISLYDPMIPPPSSHFPSFNLSSSS.... Result: 0 (no interaction). (6) The protein sequence of the target gene is MASEKPLAAVTCTAPVNIAVIKYWGKRDEELVLPINSSLSVTLHQDQLKTTTTAVISKDFTEDRIWLNGREEDVGQPRLQACLREIRCLARKRRNSRDGDPLPSSLSCKVHVASVNNFPTAAGLASSAAGYACLAYTLARVYGVESDLSEVARRGSGSACRSLYGGFVEWQMGEQADGKDSIARQVAPESHWPELRVLILVVSAEKKLTGSTVGMRASVETSPLLRFRAESVVPARMAEMARCIRERDFPSFAQLTMKDSNQFHATCLDTFPPISYLNAISWRIIHLVHRFNAHHGDTKV.... The miRNA is mmu-miR-1930-5p with sequence ACCUCCAUAGUACCUGCAGCGU. Result: 0 (no interaction). (7) Result: 0 (no interaction). The miRNA is hsa-miR-152-3p with sequence UCAGUGCAUGACAGAACUUGG. The protein sequence of the target gene is MRGPVGTEEELPRLFAEEMENEDEMSEEEDGGLEAFDDFFPVEPVSLPKKKKPKKLKENKCKGKRKKKEGSNDELSENEEDLEEKSESEGSDYSPNKKKKKKLKDKKEKKAKRKKKDEDEDDNDDGCLKEPKSSGQLMAEWGLDDVDYLFSEEDYHTLTNYKAFSQFLRPLIAKKNPKIPMSKMMTVLGAKWREFSANNPFKGSSAAAAAAAVAAAVETVTISPPLAVSPPQVPQPVPIRKAKTKEGKGPGVRKKIKGSKDGKKKGKGKKTAGLKFRFGGISNKRKKGSSSEEDEREESD.... (8) Result: 0 (no interaction). The miRNA is mmu-miR-484 with sequence UCAGGCUCAGUCCCCUCCCGAU. The protein sequence of the target gene is MQWLMRFRTLWGIHKSFHNIHPAPSQLRCRSLSEFGAPRWNDYEVPEEFNFASYVLDYWAQKEKEGKRGPNPAFWWVNGQGDEVKWSFREMGDLTRRVANVFTQTCGLQQGDHLALMLPRVPEWWLVAVGCMRTGIIFIPATILLKAKDILYRLQLSKAKGIVTIDALASEVDSIASQCPSLKTKLLVSDHSREGWLDFRSLVKSASPEHTCVKSKTLDPMVIFFTSGTTGFPKMAKHSHGLALQPSFPGSRKLRSLKTSDVSWCLSDSGWIVATIWTLVEPWTAGCTVFIHHLPQFDTK.... (9) The miRNA is hsa-miR-4729 with sequence UCAUUUAUCUGUUGGGAAGCUA. The protein sequence of the target gene is MANALASATCERCKGGFAPAEKIVNSNGELYHEQCFVCAQCFQQFPEGLFYEFEGRKYCEHDFQMLFAPCCHQCGEFIIGRVIKAMNNSWHPECFRCDLCQEVLADIGFVKNAGRHLCRPCHNREKARGLGKYICQKCHAIIDEQPLIFKNDPYHPDHFNCANCGKELTADARELKGELYCLPCHDKMGVPICGACRRPIEGRVVNAMGKQWHVEHFVCAKCEKPFLGHRHYERKGLAYCETHYNQLFGDVCFHCNRVIEGDVVSALNKAWCVNCFACSTCNTKLTLKNKFVEFDMKPVC.... Result: 1 (interaction).